From a dataset of Full USPTO retrosynthesis dataset with 1.9M reactions from patents (1976-2016). Predict the reactants needed to synthesize the given product. (1) Given the product [F:31][C:32]1[CH:25]=[C:24]([F:29])[CH:22]=[CH:21][C:33]=1[O:35][C:2]1[CH:23]=[C:22]([C:24]([F:29])([F:30])[C:25]([F:27])([F:28])[F:26])[CH:21]=[CH:20][C:3]=1[C:4]([NH:6][C:7]1[CH:19]=[CH:18][C:10]([C:11]([OH:13])=[O:12])=[CH:9][CH:8]=1)=[O:5], predict the reactants needed to synthesize it. The reactants are: F[C:2]1[CH:23]=[C:22]([C:24]([F:30])([F:29])[C:25]([F:28])([F:27])[F:26])[CH:21]=[CH:20][C:3]=1[C:4]([NH:6][C:7]1[CH:19]=[CH:18][C:10]([C:11]([O:13]C(C)(C)C)=[O:12])=[CH:9][CH:8]=1)=[O:5].[F:31][C:32](F)(F)[C:33]([OH:35])=O. (2) Given the product [NH2:25][C:26]1[C:27]([C:28]([NH:17][CH2:16][C:13]2[CH:14]=[CH:15][C:10]([CH2:9][CH:2]3[S:1][C:5]4=[CH:6][O:7][CH:8]=[C:4]4[CH2:3]3)=[CH:11][CH:12]=2)=[O:29])=[CH:31][CH:32]=[C:33]([NH2:35])[N:34]=1, predict the reactants needed to synthesize it. The reactants are: [S:1]1[C:5]2=[CH:6][O:7][CH:8]=[C:4]2[CH2:3][CH:2]1[CH2:9][C:10]1[CH:15]=[CH:14][C:13]([CH2:16][NH2:17])=[CH:12][CH:11]=1.C(N(CC)CC)C.[NH2:25][C:26]1[N:34]=[C:33]([NH2:35])[CH:32]=[CH:31][C:27]=1[C:28](O)=[O:29].ON1C2C=CC=CC=2N=N1.Cl.C(N=C=NCCCN(C)C)C. (3) Given the product [Cl:1][C:2]1[C:7]([Cl:8])=[CH:6][CH:5]=[CH:4][C:3]=1[S:9]([N:12]([CH2:13][O:14][CH2:15][CH2:16][Si:17]([CH3:18])([CH3:20])[CH3:19])[C:21]1[N:22]=[CH:23][C:24]([S:38][CH2:37][C@@H:35]([C:34]([O:33][CH2:31][CH3:32])=[O:39])[NH2:36])=[N:25][C:26]=1[O:27][CH3:28])(=[O:11])=[O:10], predict the reactants needed to synthesize it. The reactants are: [Cl:1][C:2]1[C:7]([Cl:8])=[CH:6][CH:5]=[CH:4][C:3]=1[S:9]([N:12]([C:21]1[C:26]([O:27][CH3:28])=[N:25][C:24](Cl)=[CH:23][N:22]=1)[CH2:13][O:14][CH2:15][CH2:16][Si:17]([CH3:20])([CH3:19])[CH3:18])(=[O:11])=[O:10].Cl.[CH2:31]([O:33][C:34](=[O:39])[C@H:35]([CH2:37][SH:38])[NH2:36])[CH3:32]. (4) Given the product [C:10]1([S:16][C:2]2[CH:9]=[CH:8][CH:7]=[C:4]([C:5]#[N:6])[CH:3]=2)[CH:15]=[CH:14][CH:13]=[CH:12][CH:11]=1, predict the reactants needed to synthesize it. The reactants are: I[C:2]1[CH:3]=[C:4]([CH:7]=[CH:8][CH:9]=1)[C:5]#[N:6].[C:10]1([SH:16])[CH:15]=[CH:14][CH:13]=[CH:12][CH:11]=1.C([O-])([O-])=O.[K+].[K+].C(O)CO. (5) Given the product [Cl:7][C:6]1[S:5][C:4]([S:8]([NH:11][C:12]2[CH:21]=[CH:20][C:15]([C:16]([O:18][CH3:19])=[O:17])=[C:14]([OH:22])[CH:13]=2)(=[O:10])=[O:9])=[CH:3][C:2]=1[C:28]1[CH:29]=[N:30][C:25]([O:24][CH3:23])=[CH:26][CH:27]=1, predict the reactants needed to synthesize it. The reactants are: Br[C:2]1[CH:3]=[C:4]([S:8]([NH:11][C:12]2[CH:21]=[CH:20][C:15]([C:16]([O:18][CH3:19])=[O:17])=[C:14]([OH:22])[CH:13]=2)(=[O:10])=[O:9])[S:5][C:6]=1[Cl:7].[CH3:23][O:24][C:25]1[N:30]=[CH:29][C:28](B(O)O)=[CH:27][CH:26]=1.